Dataset: Forward reaction prediction with 1.9M reactions from USPTO patents (1976-2016). Task: Predict the product of the given reaction. Given the reactants [CH3:1][O:2][C:3]1[CH:8]=[CH:7][CH:6]=[CH:5][C:4]=1[N:9]([CH2:20][C:21]([OH:23])=O)[S:10]([C:13]1[C:14]([CH3:19])=[CH:15][CH:16]=[CH:17][CH:18]=1)(=[O:12])=[O:11].[CH2:24]([NH:26][CH2:27][C:28]1[CH:33]=[CH:32][C:31]([N:34]([CH3:36])[CH3:35])=[CH:30][CH:29]=1)[CH3:25], predict the reaction product. The product is: [CH3:36][N:34]([CH3:35])[C:31]1[CH:32]=[CH:33][C:28]([CH2:27][N:26]([CH2:24][CH3:25])[C:21](=[O:23])[CH2:20][N:9]([C:4]2[CH:5]=[CH:6][CH:7]=[CH:8][C:3]=2[O:2][CH3:1])[S:10]([C:13]2[C:14]([CH3:19])=[CH:15][CH:16]=[CH:17][CH:18]=2)(=[O:11])=[O:12])=[CH:29][CH:30]=1.